Predict the reaction yield, written as a fraction of the theoretical maximum amount of product (1.0 means a 100% yield; for example, 0.34 means a 34% yield). From a dataset of Reaction yield outcomes from USPTO patents with 853,638 reactions. The reactants are [CH3:1][C:2]1[CH:10]=[C:9]2[C:5]([CH:6]=[N:7][NH:8]2)=[CH:4][C:3]=1[N+:11]([O-:13])=[O:12].ClC1[C:16](=[O:27])[C:17](C#N)=[C:18](C#N)[C:19](=O)[C:20]=1Cl.O1C=CCCC1. The catalyst is C(#N)C. The product is [CH3:1][C:2]1[CH:10]=[C:9]2[C:5]([CH:6]=[N:7][N:8]2[CH:16]2[CH2:17][CH2:18][CH2:19][CH2:20][O:27]2)=[CH:4][C:3]=1[N+:11]([O-:13])=[O:12]. The yield is 0.720.